This data is from Forward reaction prediction with 1.9M reactions from USPTO patents (1976-2016). The task is: Predict the product of the given reaction. (1) Given the reactants [OH:1][C:2]1[CH:11]=[CH:10][C:5]([C:6]([O:8][CH3:9])=[O:7])=[CH:4][C:3]=1[CH3:12].[H-].[Na+].[O:15]1[CH2:18][CH:17](O)[CH2:16]1, predict the reaction product. The product is: [CH3:12][C:3]1[CH:4]=[C:5]([CH:10]=[CH:11][C:2]=1[O:1][CH:17]1[CH2:18][O:15][CH2:16]1)[C:6]([O:8][CH3:9])=[O:7]. (2) Given the reactants C([O:3][C:4]([C:6]1[C:7]([NH2:14])=[N:8][C:9]([S:12][CH3:13])=[N:10][CH:11]=1)=[O:5])C.[OH-].[Li+], predict the reaction product. The product is: [NH2:14][C:7]1[C:6]([C:4]([OH:5])=[O:3])=[CH:11][N:10]=[C:9]([S:12][CH3:13])[N:8]=1.